Task: Predict the reaction yield, written as a fraction of the theoretical maximum amount of product (1.0 means a 100% yield; for example, 0.34 means a 34% yield).. Dataset: Reaction yield outcomes from USPTO patents with 853,638 reactions (1) The reactants are Br[C:2]1[CH:3]=[C:4]2[O:10][C:9]([NH:11][C:12]([O:14][C:15]([CH3:18])([CH3:17])[CH3:16])=[O:13])=[C:8]([C:19]([O:21][CH2:22][CH3:23])=[O:20])[C:5]2=[N:6][CH:7]=1.[CH3:24][N:25]1[CH2:30][CH:29]=[C:28](B2OC(C)(C)C(C)(C)O2)[CH2:27][CH2:26]1.[O-]P([O-])([O-])=O.[K+].[K+].[K+]. The catalyst is C1(P(C2CCCCC2)C2C=CC=CC=2C2C(C(C)C)=CC(C(C)C)=CC=2C(C)C)CCCCC1.NC1C=CC=CC=1C1C=CC=CC=1[Pd]Cl. The product is [C:15]([O:14][C:12]([NH:11][C:9]1[O:10][C:4]2[C:5](=[N:6][CH:7]=[C:2]([C:28]3[CH2:29][CH2:30][N:25]([CH3:24])[CH2:26][CH:27]=3)[CH:3]=2)[C:8]=1[C:19]([O:21][CH2:22][CH3:23])=[O:20])=[O:13])([CH3:18])([CH3:17])[CH3:16]. The yield is 0.820. (2) The reactants are [CH2:1]([O:3][C:4](=[O:13])[C:5]1[CH:10]=[C:9]([OH:11])[CH:8]=[C:7]([OH:12])[CH:6]=1)[CH3:2].C([O-])=O.[Na+]. The catalyst is C(O)C.[Pd]. The product is [OH:12][C:7]1[CH2:6][CH:5]([C:4]([O:3][CH2:1][CH3:2])=[O:13])[CH2:10][C:9](=[O:11])[CH:8]=1. The yield is 0.151. (3) The reactants are [Cl:1][C:2]1[CH:3]=[C:4]([C:8]2[N:9]=[C:10]([N:16]3[C:20]4[CH:21]=[C:22]([O:27][CH3:28])[C:23]([O:25][CH3:26])=[CH:24][C:19]=4[N:18]=[CH:17]3)[S:11][C:12]=2[C:13]([OH:15])=O)[CH:5]=[CH:6][CH:7]=1.[NH2:29][C:30]1[CH:35]=[CH:34][N:33]=[CH:32][N:31]=1. No catalyst specified. The product is [N:33]1[CH:34]=[CH:35][C:30]([NH:29][C:13]([C:12]2[S:11][C:10]([N:16]3[C:20]4[CH:21]=[C:22]([O:27][CH3:28])[C:23]([O:25][CH3:26])=[CH:24][C:19]=4[N:18]=[CH:17]3)=[N:9][C:8]=2[C:4]2[CH:5]=[CH:6][CH:7]=[C:2]([Cl:1])[CH:3]=2)=[O:15])=[N:31][CH:32]=1. The yield is 0.697. (4) The reactants are [C:1]([O:5][C:6](=[O:32])[NH:7][C:8]1[S:9][C:10]2[CH:16]=[C:15]([CH2:17][C:18]3[CH:23]=[CH:22][C:21]([NH2:24])=[CH:20][CH:19]=3)[CH:14]=[C:13]([C:25]3[CH:30]=[CH:29][CH:28]=[C:27]([Cl:31])[CH:26]=3)[C:11]=2[N:12]=1)([CH3:4])([CH3:3])[CH3:2].[CH3:33][S:34](Cl)(=[O:36])=[O:35].O. The catalyst is N1C=CC=CC=1. The product is [C:1]([O:5][C:6](=[O:32])[NH:7][C:8]1[S:9][C:10]2[CH:16]=[C:15]([CH2:17][C:18]3[CH:23]=[CH:22][C:21]([NH:24][S:34]([CH3:33])(=[O:36])=[O:35])=[CH:20][CH:19]=3)[CH:14]=[C:13]([C:25]3[CH:30]=[CH:29][CH:28]=[C:27]([Cl:31])[CH:26]=3)[C:11]=2[N:12]=1)([CH3:4])([CH3:2])[CH3:3]. The yield is 0.940. (5) The reactants are BrC1C(C(C)(C)C)=CC(C(C)(C)C)=CC=1C(C)(C)C.C([Li:24])CCC.[C:25]1([N:31]2[CH2:36][CH2:35][O:34][CH2:33][C:32]2=[O:37])[CH:30]=[CH:29][CH:28]=[CH:27][CH:26]=1.[C:38](=[O:40])=[O:39]. The catalyst is C1COCC1. The product is [O:37]=[C:32]1[CH:33]([C:38]([O-:40])=[O:39])[O:34][CH2:35][CH2:36][N:31]1[C:25]1[CH:26]=[CH:27][CH:28]=[CH:29][CH:30]=1.[Li+:24]. The yield is 0.605.